This data is from Full USPTO retrosynthesis dataset with 1.9M reactions from patents (1976-2016). The task is: Predict the reactants needed to synthesize the given product. (1) Given the product [C:46]([O:45][C@@H:44]1[C@H:40]([O:39][C:36](=[O:38])[CH3:37])[C@@H:41]([C:53]2[N:54]=[N:55][N:56]([CH2:58][CH3:59])[N:57]=2)[O:42][C@H:43]1[N:14]1[CH:13]=[N:12][C:11]2[C:15]1=[N:16][C:17]([C:19]([NH:21][CH2:22][CH2:23][N:24]1[CH2:29][CH2:28][CH2:27][CH2:26][CH2:25]1)=[O:20])=[N:18][C:10]=2[NH:9][CH2:8][CH:7]([C:1]1[CH:2]=[CH:3][CH:4]=[CH:5][CH:6]=1)[C:30]1[CH:35]=[CH:34][CH:33]=[CH:32][CH:31]=1)(=[O:48])[CH3:47], predict the reactants needed to synthesize it. The reactants are: [C:1]1([CH:7]([C:30]2[CH:35]=[CH:34][CH:33]=[CH:32][CH:31]=2)[CH2:8][NH:9][C:10]2[N:18]=[C:17]([C:19]([NH:21][CH2:22][CH2:23][N:24]3[CH2:29][CH2:28][CH2:27][CH2:26][CH2:25]3)=[O:20])[N:16]=[C:15]3[C:11]=2[N:12]=[CH:13][NH:14]3)[CH:6]=[CH:5][CH:4]=[CH:3][CH:2]=1.[C:36]([O:39][C@H:40]1[C@@H:44]([O:45][C:46](=[O:48])[CH3:47])[CH:43](OC(=O)C)[O:42][C@@H:41]1[C:53]1[N:54]=[N:55][N:56]([CH2:58][CH3:59])[N:57]=1)(=[O:38])[CH3:37].C[Si](OS(C(F)(F)F)(=O)=O)(C)C. (2) Given the product [CH:1]1([C:4]2[CH:12]=[CH:11][C:7]([C:8]([O:10][CH3:17])=[O:9])=[CH:6][C:5]=2[C:13](=[O:16])[CH2:14][CH3:15])[CH2:2][CH2:3]1, predict the reactants needed to synthesize it. The reactants are: [CH:1]1([C:4]2[CH:12]=[CH:11][C:7]([C:8]([OH:10])=[O:9])=[CH:6][C:5]=2[C:13](=[O:16])[CH2:14][CH3:15])[CH2:3][CH2:2]1.[C:17](=O)([O-])[O-].[K+].[K+].IC. (3) Given the product [Cl:15][CH2:14][CH2:13][N:1]1[CH2:2][CH2:3][CH:9]([C:16]([O:19][CH2:22][CH3:23])=[O:17])[CH2:10][CH2:11]1, predict the reactants needed to synthesize it. The reactants are: [NH:1]1[CH2:11][CH2:10][CH2:9][CH:3](C(OCC)=O)[CH2:2]1.Br[CH2:13][CH2:14][Cl:15].[C:16]([O-:19])([O-])=[O:17].[K+].[K+].[CH3:22][C:23](C)=O. (4) The reactants are: Cl[C:2]1[C:7]([Cl:8])=[CH:6][C:5]([Cl:9])=[CH:4][N:3]=1.[CH3:10][C:11]1[CH:12]=[C:13]([CH:18]=[CH:19][C:20]=1[S:21](=[O:35])(=[O:34])[NH:22][CH2:23][C:24]1[CH:25]=[C:26]2[C:30](=[CH:31][CH:32]=1)[N:29]([CH3:33])[N:28]=[CH:27]2)[C:14]([O:16][CH3:17])=[O:15]. Given the product [Cl:8][C:7]1[C:2]([N:22]([CH2:23][C:24]2[CH:25]=[C:26]3[C:30](=[CH:31][CH:32]=2)[N:29]([CH3:33])[N:28]=[CH:27]3)[S:21]([C:20]2[CH:19]=[CH:18][C:13]([C:14]([O:16][CH3:17])=[O:15])=[CH:12][C:11]=2[CH3:10])(=[O:35])=[O:34])=[N:3][CH:4]=[C:5]([Cl:9])[CH:6]=1, predict the reactants needed to synthesize it. (5) Given the product [O:24]1[CH:25]=[CH:26][C:22]([NH:21][S:18]([C:14]2[CH:13]=[C:12]3[C:17](=[CH:16][CH:15]=2)[N:8]([C:6]2[CH:7]=[C:2]([C:36]4[CH:35]=[CH:34][CH:33]=[C:32]([C:31]([F:42])([F:41])[F:30])[CH:37]=4)[CH:3]=[CH:4][C:5]=2[O:28][CH3:29])[C:9](=[O:27])[CH:10]=[CH:11]3)(=[O:20])=[O:19])=[N:23]1, predict the reactants needed to synthesize it. The reactants are: Br[C:2]1[CH:3]=[CH:4][C:5]([O:28][CH3:29])=[C:6]([N:8]2[C:17]3[C:12](=[CH:13][C:14]([S:18]([NH:21][C:22]4[CH:26]=[CH:25][O:24][N:23]=4)(=[O:20])=[O:19])=[CH:15][CH:16]=3)[CH:11]=[CH:10][C:9]2=[O:27])[CH:7]=1.[F:30][C:31]([F:42])([F:41])[C:32]1[CH:33]=[C:34](B(O)O)[CH:35]=[CH:36][CH:37]=1.C(=O)([O-])[O-].[K+].[K+]. (6) Given the product [CH:9]([O:12][C:13]1[CH:14]=[CH:15][C:16]([N:19]2[C:24](=[O:25])[C:23]([CH2:26][C:27]3[CH:32]=[CH:31][C:30]([C:33]4[CH:38]=[CH:37][CH:36]=[CH:35][C:34]=4[C:39]4[NH:3][C:4](=[O:7])[O:5][N:40]=4)=[CH:29][CH:28]=3)=[C:22]([CH2:41][CH2:42][CH3:43])[N:21]=[C:20]2[CH3:44])=[CH:17][CH:18]=1)([CH3:11])[CH3:10], predict the reactants needed to synthesize it. The reactants are: [Cl-].O[NH3+:3].[C:4](=[O:7])([O-])[OH:5].[Na+].[CH:9]([O:12][C:13]1[CH:18]=[CH:17][C:16]([N:19]2[C:24](=[O:25])[C:23]([CH2:26][C:27]3[CH:32]=[CH:31][C:30]([C:33]4[C:34]([C:39]#[N:40])=[CH:35][CH:36]=[CH:37][CH:38]=4)=[CH:29][CH:28]=3)=[C:22]([CH2:41][CH2:42][CH3:43])[N:21]=[C:20]2[CH3:44])=[CH:15][CH:14]=1)([CH3:11])[CH3:10].O. (7) Given the product [Br:1][C:2]1[C:11]([CH:12]([CH2:13][OH:14])[CH2:17][N:18]2[CH2:19][CH2:20][CH:21]([NH:24][C:25](=[O:26])[O:27][C:28]([CH3:29])([CH3:30])[CH3:31])[CH2:22][CH2:23]2)=[C:10]2[C:5]([CH:6]=[CH:7][C:8]([O:32][CH3:33])=[N:9]2)=[CH:4][CH:3]=1, predict the reactants needed to synthesize it. The reactants are: [Br:1][C:2]1[C:11]([CH:12]([CH2:17][N:18]2[CH2:23][CH2:22][CH:21]([NH:24][C:25]([O:27][C:28]([CH3:31])([CH3:30])[CH3:29])=[O:26])[CH2:20][CH2:19]2)[C:13](OC)=[O:14])=[C:10]2[C:5]([CH:6]=[CH:7][C:8]([O:32][CH3:33])=[N:9]2)=[CH:4][CH:3]=1.[H-].[Al+3].[Li+].[H-].[H-].[H-].O.[OH-].[Na+].